From a dataset of Full USPTO retrosynthesis dataset with 1.9M reactions from patents (1976-2016). Predict the reactants needed to synthesize the given product. (1) Given the product [Cl:1][C:2]1[CH:11]=[C:10]([CH:12]([NH2:29])[CH3:13])[C:9]([N:15]2[CH2:20][CH2:19][CH2:18][CH:17]([O:21][CH3:22])[CH2:16]2)=[C:8]2[C:3]=1[CH:4]=[CH:5][CH:6]=[N:7]2, predict the reactants needed to synthesize it. The reactants are: [Cl:1][C:2]1[CH:11]=[C:10]([C:12](=O)[CH3:13])[C:9]([N:15]2[CH2:20][CH2:19][CH2:18][CH:17]([O:21][CH3:22])[CH2:16]2)=[C:8]2[C:3]=1[CH:4]=[CH:5][CH:6]=[N:7]2.C([O-])(=O)C.[NH4+].C([BH3-])#[N:29].[Na+].O1CCCC1. (2) Given the product [Cl:15][C:16]1[N:21]=[C:20]([C:2]#[C:1][C:3]2[CH:8]=[CH:7][CH:6]=[CH:5][C:4]=2[C:9]([CH3:14])([CH3:13])[C:10]([NH2:12])=[O:11])[C:19]([Cl:23])=[CH:18][N:17]=1, predict the reactants needed to synthesize it. The reactants are: [C:1]([C:3]1[CH:8]=[CH:7][CH:6]=[CH:5][C:4]=1[C:9]([CH3:14])([CH3:13])[C:10]([NH2:12])=[O:11])#[CH:2].[Cl:15][C:16]1[N:21]=[C:20](Cl)[C:19]([Cl:23])=[CH:18][N:17]=1.CCN(CC)CC.